This data is from Full USPTO retrosynthesis dataset with 1.9M reactions from patents (1976-2016). The task is: Predict the reactants needed to synthesize the given product. Given the product [CH3:12][O:11][C:9](=[O:10])/[C:8](/[CH2:7][C:6]1[CH:21]=[CH:22][C:3]([CH:2]=[O:1])=[CH:4][CH:5]=1)=[C:13](/[CH:18]([CH3:19])[CH3:20])\[C:14]([O:16][CH3:17])=[O:15], predict the reactants needed to synthesize it. The reactants are: [OH:1][CH2:2][C:3]1[CH:22]=[CH:21][C:6]([CH2:7]/[C:8](=[C:13](\[CH:18]([CH3:20])[CH3:19])/[C:14]([O:16][CH3:17])=[O:15])/[C:9]([O:11][CH3:12])=[O:10])=[CH:5][CH:4]=1.